From a dataset of Full USPTO retrosynthesis dataset with 1.9M reactions from patents (1976-2016). Predict the reactants needed to synthesize the given product. (1) Given the product [CH3:12][O:11][C:5]1[CH:6]=[C:7]([N+:8]([O-:10])=[O:9])[CH:2]=[CH:3][C:4]=1[B:13]1[O:17][C:16]([CH3:19])([CH3:18])[C:15]([CH3:21])([CH3:20])[O:14]1, predict the reactants needed to synthesize it. The reactants are: Br[C:2]1[C:7]([N+:8]([O-:10])=[O:9])=[CH:6][C:5]([O:11][CH3:12])=[CH:4][CH:3]=1.[B:13]1([B:13]2[O:17][C:16]([CH3:19])([CH3:18])[C:15]([CH3:21])([CH3:20])[O:14]2)[O:17][C:16]([CH3:19])([CH3:18])[C:15]([CH3:21])([CH3:20])[O:14]1.C([O-])(=O)C.[K+]. (2) Given the product [F:8][C:5]1[C:4]([F:9])=[CH:3][C:2]([C:22]2[CH:21]=[N:20][N:19]([CH3:18])[CH:23]=2)=[CH:7][N:6]=1, predict the reactants needed to synthesize it. The reactants are: Cl[C:2]1[CH:3]=[C:4]([F:9])[C:5]([F:8])=[N:6][CH:7]=1.[O-]P([O-])([O-])=O.[K+].[K+].[K+].[CH3:18][N:19]1[CH:23]=[C:22](B2OC(C)(C)C(C)(C)O2)[CH:21]=[N:20]1.CC(C1C=C(C(C)C)C(C2C=CC=CC=2P(C2CCCCC2)C2CCCCC2)=C(C(C)C)C=1)C. (3) Given the product [C:15]([O:19][C:20]([N:22]1[CH2:27][CH2:26][N:25]([C:12]([C:7]2[CH:8]=[CH:9][CH:10]=[C:11]3[C:6]=2[NH:5][CH:4]=[C:3]3[CH:1]=[O:2])=[O:14])[CH2:24][CH2:23]1)=[O:21])([CH3:18])([CH3:16])[CH3:17], predict the reactants needed to synthesize it. The reactants are: [CH:1]([C:3]1[C:11]2[C:6](=[C:7]([C:12]([OH:14])=O)[CH:8]=[CH:9][CH:10]=2)[NH:5][CH:4]=1)=[O:2].[C:15]([O:19][C:20]([N:22]1[CH2:27][CH2:26][NH:25][CH2:24][CH2:23]1)=[O:21])([CH3:18])([CH3:17])[CH3:16].C1C=CC2N(O)N=NC=2C=1.C(Cl)CCl. (4) Given the product [CH2:1]([O:8][C:9]1[C:10](=[O:30])[N:11]([CH2:21][O:22][CH2:23][C:24]2[CH:25]=[CH:26][CH:27]=[CH:28][CH:29]=2)[C:12](=[O:20])[N:13]([CH2:15][CH2:16][N:17]2[CH2:19][CH2:43][N:38]([C:33]3[CH:34]=[CH:35][CH:36]=[CH:37][C:32]=3[F:31])[CH2:39][CH2:18]2)[N:14]=1)[C:2]1[CH:7]=[CH:6][CH:5]=[CH:4][CH:3]=1, predict the reactants needed to synthesize it. The reactants are: [CH2:1]([O:8][C:9]1[C:10](=[O:30])[N:11]([CH2:21][O:22][CH2:23][C:24]2[CH:29]=[CH:28][CH:27]=[CH:26][CH:25]=2)[C:12](=[O:20])[N:13]([CH2:15][CH2:16][N:17]([CH3:19])[CH3:18])[N:14]=1)[C:2]1[CH:7]=[CH:6][CH:5]=[CH:4][CH:3]=1.[F:31][C:32]1[CH:37]=[CH:36][CH:35]=[CH:34][C:33]=1[N:38]1[CH2:43]CNC[CH2:39]1.C(=O)([O-])[O-].[K+].[K+]. (5) Given the product [Cl:32][C:29]1[CH:28]=[CH:27][C:26]([S:23]([N:11]([CH:12]2[CH2:18][CH:17]([CH:19]([CH3:20])[CH3:21])[CH2:16][CH2:15][NH:14][C:13]2=[O:22])[CH2:10][C:7]2[CH:8]=[CH:9][C:4]([C:3]3[O:33][N:41]=[C:39]([CH3:40])[N:38]=3)=[CH:5][CH:6]=2)(=[O:25])=[O:24])=[CH:31][CH:30]=1, predict the reactants needed to synthesize it. The reactants are: CO[C:3](=[O:33])[C:4]1[CH:9]=[CH:8][C:7]([CH2:10][N:11]([S:23]([C:26]2[CH:31]=[CH:30][C:29]([Cl:32])=[CH:28][CH:27]=2)(=[O:25])=[O:24])[CH:12]2[CH2:18][CH:17]([CH:19]([CH3:21])[CH3:20])[CH2:16][CH2:15][NH:14][C:13]2=[O:22])=[CH:6][CH:5]=1.O[Li].O.O[NH:38][C:39](=[NH:41])[CH3:40].[F-].C([N+](CCCC)(CCCC)CCCC)CCC.